Predict the reaction yield, written as a fraction of the theoretical maximum amount of product (1.0 means a 100% yield; for example, 0.34 means a 34% yield). From a dataset of Reaction yield outcomes from USPTO patents with 853,638 reactions. The reactants are [Br:1][C:2]1[CH:3]=[CH:4][C:5]([NH:8][C:9]([C:11]2[CH:16]=[C:15]([O:17][CH3:18])[C:14]([O:19][CH3:20])=[C:13]([O:21][CH3:22])[C:12]=2[N+:23]([O-])=O)=[O:10])=[N:6][CH:7]=1.[Sn](Cl)(Cl)(Cl)Cl. The product is [NH2:23][C:12]1[C:13]([O:21][CH3:22])=[C:14]([O:19][CH3:20])[C:15]([O:17][CH3:18])=[CH:16][C:11]=1[C:9]([NH:8][C:5]1[CH:4]=[CH:3][C:2]([Br:1])=[CH:7][N:6]=1)=[O:10]. The yield is 0.770. The catalyst is C(OCC)(=O)C.